This data is from Forward reaction prediction with 1.9M reactions from USPTO patents (1976-2016). The task is: Predict the product of the given reaction. Given the reactants [CH3:1][O:2][C:3]1[CH:8]=[CH:7][C:6]([S:9]([N:12]([C@H:20]([CH2:25][CH3:26])[C:21]([O:23]C)=[O:22])[CH2:13][C:14]2[CH:15]=[N:16][CH:17]=[CH:18][CH:19]=2)(=[O:11])=[O:10])=[CH:5][CH:4]=1.[OH-].[Li+], predict the reaction product. The product is: [CH3:1][O:2][C:3]1[CH:8]=[CH:7][C:6]([S:9]([N:12]([C@H:20]([CH2:25][CH3:26])[C:21]([OH:23])=[O:22])[CH2:13][C:14]2[CH:15]=[N:16][CH:17]=[CH:18][CH:19]=2)(=[O:11])=[O:10])=[CH:5][CH:4]=1.